The task is: Predict the product of the given reaction.. This data is from Forward reaction prediction with 1.9M reactions from USPTO patents (1976-2016). (1) Given the reactants [S:1]1[C:5]2[CH:6]=[CH:7][C:8]([C:10]3[C:19]([N:20]4[CH2:24][CH2:23][CH2:22][C@@H:21]4[CH3:25])=[N:18][C:17]4[C:12](=[CH:13][CH:14]=[C:15]([C:26]([O:28]C)=[O:27])[CH:16]=4)[N:11]=3)=[CH:9][C:4]=2[N:3]=[CH:2]1.[OH-].[Na+].O, predict the reaction product. The product is: [S:1]1[C:5]2[CH:6]=[CH:7][C:8]([C:10]3[C:19]([N:20]4[CH2:24][CH2:23][CH2:22][C@@H:21]4[CH3:25])=[N:18][C:17]4[C:12](=[CH:13][CH:14]=[C:15]([C:26]([OH:28])=[O:27])[CH:16]=4)[N:11]=3)=[CH:9][C:4]=2[N:3]=[CH:2]1. (2) Given the reactants [C:1]1(/[C:7](/[C:17]2[CH:22]=[CH:21][C:20]([CH:23]=[CH:24][C:25](O)=[O:26])=[CH:19][CH:18]=2)=[C:8](/[C:11]2[CH:16]=[CH:15][CH:14]=[CH:13][CH:12]=2)\[CH2:9][CH3:10])[CH:6]=[CH:5][CH:4]=[CH:3][CH:2]=1.[F:28][C:29]([F:42])([F:41])[C:30]1[CH:35]=[CH:34][C:33]([CH2:36][S:37]([NH2:40])(=[O:39])=[O:38])=[CH:32][CH:31]=1, predict the reaction product. The product is: [C:1]1([C:7]([C:17]2[CH:22]=[CH:21][C:20]([CH:23]=[CH:24][C:25]([NH:40][S:37]([CH2:36][C:33]3[CH:32]=[CH:31][C:30]([C:29]([F:28])([F:41])[F:42])=[CH:35][CH:34]=3)(=[O:39])=[O:38])=[O:26])=[CH:19][CH:18]=2)=[C:8]([C:11]2[CH:16]=[CH:15][CH:14]=[CH:13][CH:12]=2)[CH2:9][CH3:10])[CH:2]=[CH:3][CH:4]=[CH:5][CH:6]=1. (3) Given the reactants [C:1]([N:5]([CH2:16][C:17]([O:19]C)=[O:18])[S:6]([C:9]1[CH:14]=[CH:13][C:12]([F:15])=[CH:11][CH:10]=1)(=[O:8])=[O:7])([CH3:4])([CH3:3])[CH3:2].[Li+].[OH-].O.Cl, predict the reaction product. The product is: [C:1]([N:5]([CH2:16][C:17]([OH:19])=[O:18])[S:6]([C:9]1[CH:14]=[CH:13][C:12]([F:15])=[CH:11][CH:10]=1)(=[O:8])=[O:7])([CH3:4])([CH3:2])[CH3:3]. (4) Given the reactants [H-].[H-].[H-].[H-].[Li+].[Al+3].[Br:7][C:8]1[CH:9]=[C:10]([CH:14]=[C:15]([O:17][C:18]([F:21])([F:20])[F:19])[CH:16]=1)[C:11](O)=[O:12], predict the reaction product. The product is: [Br:7][C:8]1[CH:9]=[C:10]([CH2:11][OH:12])[CH:14]=[C:15]([O:17][C:18]([F:20])([F:21])[F:19])[CH:16]=1. (5) Given the reactants [C:1](=[O:4])([OH:3])[OH:2].[CH2:5]([OH:11])[CH2:6][CH2:7][CH:8]([OH:10])[CH3:9].[CH2:12]([OH:18])[C:13]1[O:17][CH:16]=[CH:15][CH:14]=1, predict the reaction product. The product is: [C:1](=[O:3])([O:2][CH2:9][C:8]1[O:11][CH:5]=[CH:6][CH:7]=1)[O:4][CH2:12][C:13]1[O:17][CH:16]=[CH:15][CH:14]=1.[C:1](=[O:2])([OH:4])[OH:3].[CH2:5]([OH:11])[CH2:6][CH2:7][CH:8]([OH:10])[CH3:9].[CH2:12]([OH:18])[C:13]1[O:17][CH:16]=[CH:15][CH:14]=1. (6) Given the reactants Cl.O1CCOCC1.[Cl:8][C:9]1[CH:49]=[CH:48][CH:47]=[CH:46][C:10]=1[CH2:11][C:12]1[C:13]([C:34]([NH:36][CH2:37][C:38](=O)[C:39]2[CH:44]=[CH:43][CH:42]=[CH:41][CH:40]=2)=[O:35])=[N:14][N:15](COC)[C:16]=1[N:17]1[CH2:22][CH2:21][CH2:20][C@@H:19]([NH:23]C(=O)OC(C)(C)C)[CH2:18]1.C(=O)([O-])O.[Na+].C(OC(OC(C)(C)C)=O)(OC(C)(C)C)=O, predict the reaction product. The product is: [ClH:8].[NH2:23][C@@H:19]1[CH2:20][CH2:21][CH2:22][N:17]([C:16]2[C:12]([CH2:11][C:10]3[CH:46]=[CH:47][CH:48]=[CH:49][C:9]=3[Cl:8])=[C:13]3[C:34](=[O:35])[NH:36][CH:37]=[C:38]([C:39]4[CH:40]=[CH:41][CH:42]=[CH:43][CH:44]=4)[N:14]3[N:15]=2)[CH2:18]1.